From a dataset of Reaction yield outcomes from USPTO patents with 853,638 reactions. Predict the reaction yield, written as a fraction of the theoretical maximum amount of product (1.0 means a 100% yield; for example, 0.34 means a 34% yield). (1) The reactants are C(C1C=C(NC(=O)CCCC2C=CC([B:25]([OH:27])[OH:26])=CC=2)C=CC=1S(CC)(=O)=O)#N.Br[C:30]1[CH:35]=[CH:34][C:33]([CH2:36][CH2:37][CH2:38][C:39]([NH:41][C:42]2[CH:43]=[CH:44][C:45]([S:58]([CH2:61][CH3:62])(=[O:60])=[O:59])=[C:46]([CH:57]=2)[CH2:47][N:48]([CH3:56])[C:49](=[O:55])[O:50][C:51]([CH3:54])([CH3:53])[CH3:52])=[O:40])=[CH:32][CH:31]=1.CC1(C)COB(B2OCC(C)(C)CO2)OC1.B(O)O. No catalyst specified. The product is [C:51]([O:50][C:49]([N:48]([CH2:47][C:46]1[CH:57]=[C:42]([NH:41][C:39](=[O:40])[CH2:38][CH2:37][CH2:36][C:33]2[CH:34]=[CH:35][C:30]([B:25]([OH:27])[OH:26])=[CH:31][CH:32]=2)[CH:43]=[CH:44][C:45]=1[S:58]([CH2:61][CH3:62])(=[O:60])=[O:59])[CH3:56])=[O:55])([CH3:54])([CH3:53])[CH3:52]. The yield is 0.760. (2) The reactants are [O:1]=[C:2]1[C:11]2[C:6](=[CH:7][CH:8]=[CH:9][CH:10]=2)[N:5]=[C:4]([CH2:12][CH2:13][CH2:14][C:15]([OH:17])=O)[NH:3]1.[NH2:18][C@H:19]1[CH2:24][CH2:23][C@H:22]([O:25][C:26]2[CH:27]=[C:28]([CH:31]=[CH:32][CH:33]=2)[C:29]#[N:30])[CH2:21][CH2:20]1. No catalyst specified. The product is [C:29]([C:28]1[CH:27]=[C:26]([CH:33]=[CH:32][CH:31]=1)[O:25][C@H:22]1[CH2:21][CH2:20][C@H:19]([NH:18][C:15](=[O:17])[CH2:14][CH2:13][CH2:12][C:4]2[NH:3][C:2](=[O:1])[C:11]3[C:6](=[CH:7][CH:8]=[CH:9][CH:10]=3)[N:5]=2)[CH2:24][CH2:23]1)#[N:30]. The yield is 0.110. (3) No catalyst specified. The yield is 0.00100. The product is [S:12]1[C:16]([C:17]2[CH:18]=[C:19]([NH:26][C:2]3[CH:7]=[CH:6][N:5]=[C:4]([OH:39])[N:3]=3)[CH:20]=[C:21]3[C:25]=2[NH:24][N:23]=[CH:22]3)=[CH:15][C:14]2[CH:27]=[CH:28][CH:29]=[CH:30][C:13]1=2. The reactants are Cl[C:2]1[CH:7]=[CH:6][N:5]=[C:4](S(C)(=O)=O)[N:3]=1.[S:12]1[C:16]([C:17]2[CH:18]=[C:19]([NH2:26])[CH:20]=[C:21]3[C:25]=2[NH:24][N:23]=[CH:22]3)=[CH:15][C:14]2[CH:27]=[CH:28][CH:29]=[CH:30][C:13]1=2.C(N(CC)CC)C.C[O:39]CCOC. (4) The reactants are [NH:1]1[CH2:6][CH2:5][O:4][CH2:3][CH2:2]1.[CH2:7]([N:14]([CH3:20])[CH2:15][CH2:16][C@@H:17]1[CH2:19][O:18]1)[C:8]1[CH:13]=[CH:12][CH:11]=[CH:10][CH:9]=1. The catalyst is CO. The product is [CH2:7]([N:14]([CH3:20])[CH2:15][CH2:16][C@@H:17]([OH:18])[CH2:19][N:1]1[CH2:6][CH2:5][O:4][CH2:3][CH2:2]1)[C:8]1[CH:13]=[CH:12][CH:11]=[CH:10][CH:9]=1. The yield is 0.660. (5) The reactants are [CH3:1][S:2]([CH2:5][C:6](=[CH2:10])[C:7]([OH:9])=[O:8])(=[O:4])=[O:3]. The catalyst is CO.[Pd]. The product is [CH3:10][CH:6]([CH2:5][S:2]([CH3:1])(=[O:4])=[O:3])[C:7]([OH:9])=[O:8]. The yield is 0.960. (6) The reactants are [Cl:1][C:2]1[CH:7]=[CH:6][C:5]([O:8][C:9]2[CH:14]=[CH:13][C:12]([CH2:15]O)=[CH:11][CH:10]=2)=[CH:4][C:3]=1[C:17]([F:20])([F:19])[F:18].S(Cl)([Cl:23])=O. The catalyst is C(Cl)Cl. The product is [Cl:1][C:2]1[CH:7]=[CH:6][C:5]([O:8][C:9]2[CH:14]=[CH:13][C:12]([CH2:15][Cl:23])=[CH:11][CH:10]=2)=[CH:4][C:3]=1[C:17]([F:20])([F:19])[F:18]. The yield is 0.880. (7) The reactants are [C:1]1([N:7]([CH2:30][CH2:31][C:32]([O:34][CH2:35][CH3:36])=[O:33])[C:8]([C:10]2[CH:11]=[CH:12][C:13]3[S:17][C:16]([CH2:18][N:19]([C:21]4[CH:26]=[CH:25][C:24]([C:27]#[N:28])=[CH:23][CH:22]=4)[CH3:20])=[N:15][C:14]=3[CH:29]=2)=[O:9])[CH:6]=[CH:5][CH:4]=[CH:3][CH:2]=1.[ClH:37].C(O)C.C(=O)([O-])[O-].[NH4+:45].[NH4+]. The catalyst is C(O)(=O)C.C(Cl)Cl.C(O)C. The product is [ClH:37].[C:1]1([N:7]([CH2:30][CH2:31][C:32]([O:34][CH2:35][CH3:36])=[O:33])[C:8]([C:10]2[CH:11]=[CH:12][C:13]3[S:17][C:16]([CH2:18][N:19]([C:21]4[CH:22]=[CH:23][C:24]([C:27](=[NH:45])[NH2:28])=[CH:25][CH:26]=4)[CH3:20])=[N:15][C:14]=3[CH:29]=2)=[O:9])[CH:6]=[CH:5][CH:4]=[CH:3][CH:2]=1. The yield is 0.730. (8) The reactants are [CH3:1][NH:2][CH:3]1[CH2:16][C:15]2[C:6]([CH3:25])([CH:7]3[CH:12]([CH2:13][CH:14]=2)[CH:11]2[CH2:17][CH2:18][CH:19]4[CH:20]([CH3:24])[N:21]([CH3:23])[CH2:22][C:10]24[CH2:9][CH2:8]3)[CH2:5][CH2:4]1.[C:26](Cl)(=[O:28])[CH3:27].C(N(CC)CC)C. The catalyst is ClCCl. The product is [CH3:1][N:2]([CH:3]1[CH2:16][C:15]2[C:6]([CH3:25])([CH:7]3[CH:12]([CH2:13][CH:14]=2)[CH:11]2[CH2:17][CH2:18][CH:19]4[CH:20]([CH3:24])[N:21]([CH3:23])[CH2:22][C:10]24[CH2:9][CH2:8]3)[CH2:5][CH2:4]1)[C:26](=[O:28])[CH3:27]. The yield is 0.780.